This data is from Full USPTO retrosynthesis dataset with 1.9M reactions from patents (1976-2016). The task is: Predict the reactants needed to synthesize the given product. (1) Given the product [F:1][C:2]1[C:3]([NH:24][C:25]2[CH:30]=[CH:29][C:28]([I:31])=[CH:27][C:26]=2[F:32])=[C:4]([CH:12]=[C:13]([CH2:16][NH:17][O:18][CH2:19][CH2:20][S:21]([CH3:23])(=[O:36])=[O:22])[C:14]=1[F:15])[C:5]([NH:7][O:8][CH2:9][CH2:10][OH:11])=[O:6], predict the reactants needed to synthesize it. The reactants are: [F:1][C:2]1[C:3]([NH:24][C:25]2[CH:30]=[CH:29][C:28]([I:31])=[CH:27][C:26]=2[F:32])=[C:4]([CH:12]=[C:13]([CH2:16][NH:17][O:18][CH2:19][CH2:20][S:21]([CH3:23])=[O:22])[C:14]=1[F:15])[C:5]([NH:7][O:8][CH2:9][CH2:10][OH:11])=[O:6].CO.I([O-])(=O)(=O)=[O:36].[Na+]. (2) Given the product [Cl:1][C:2]1[CH:7]=[C:6]([N:8]2[CH2:12][CH2:11][CH2:10][CH2:9]2)[N:5]=[C:4]([CH2:13][OH:14])[N:3]=1, predict the reactants needed to synthesize it. The reactants are: [Cl:1][C:2]1[CH:7]=[C:6]([N:8]2[CH2:12][CH2:11][CH2:10][CH2:9]2)[N:5]=[C:4]([CH2:13][O:14]C(=O)C)[N:3]=1.[OH-].[Na+].O. (3) Given the product [F:34][CH:35]([F:51])[C:36]1[CH:41]=[C:40]([C:2]2[C:3]([NH:14][C:15]3[C:24]4[C:19](=[CH:20][C:21]([F:26])=[CH:22][C:23]=4[F:25])[N:18]=[C:17]([C:27]4[CH:32]=[CH:31][CH:30]=[CH:29][N:28]=4)[C:16]=3[CH3:33])=[CH:4][C:5]([N:8]3[CH2:13][CH2:12][O:11][CH2:10][CH2:9]3)=[N:6][CH:7]=2)[CH:39]=[CH:38][CH:37]=1, predict the reactants needed to synthesize it. The reactants are: Br[C:2]1[C:3]([NH:14][C:15]2[C:24]3[C:19](=[CH:20][C:21]([F:26])=[CH:22][C:23]=3[F:25])[N:18]=[C:17]([C:27]3[CH:32]=[CH:31][CH:30]=[CH:29][N:28]=3)[C:16]=2[CH3:33])=[CH:4][C:5]([N:8]2[CH2:13][CH2:12][O:11][CH2:10][CH2:9]2)=[N:6][CH:7]=1.[F:34][CH:35]([F:51])[C:36]1[CH:37]=[C:38](B2OC(C)(C)C(C)(C)O2)[CH:39]=[CH:40][CH:41]=1.C1(P(C2CCCCC2)C2CCCCC2)CCCCC1.[O-]P([O-])([O-])=O.[K+].[K+].[K+]. (4) Given the product [OH:1][CH2:2][C:3]1[CH:4]=[C:5]([CH:9]=[CH:10][CH:11]=1)[C:6]([O:8][CH3:17])=[O:7], predict the reactants needed to synthesize it. The reactants are: [OH:1][CH2:2][C:3]1[CH:4]=[C:5]([CH:9]=[CH:10][CH:11]=1)[C:6]([OH:8])=[O:7].S(=O)(=O)(O)O.[C:17](=O)([O-])O.[Na+]. (5) Given the product [N:1]1([C:6]2[CH:11]=[CH:10][C:9]([C:12]([C:14]3[C:18]4[C:19](=[O:27])[C:20](=[O:25])[C:21]([Br:24])=[C:22]([Br:23])[C:17]=4[O:16][CH:15]=3)=[O:13])=[CH:8][CH:7]=2)[CH:5]=[CH:4][N:3]=[CH:2]1, predict the reactants needed to synthesize it. The reactants are: [N:1]1([C:6]2[CH:11]=[CH:10][C:9]([C:12]([C:14]3[C:18]4[CH:19]=[C:20]([OH:25])[C:21]([Br:24])=[C:22]([Br:23])[C:17]=4[O:16][CH:15]=3)=[O:13])=[CH:8][CH:7]=2)[CH:5]=[CH:4][N:3]=[CH:2]1.[N+]([O-])(O)=[O:27].O. (6) Given the product [CH3:8][C@@H:9]1[C@H:18]2[C:12](=[C:13]([CH3:22])[CH2:14][CH2:15][C@@H:16]([C:19]([CH3:21])=[CH2:20])[CH2:17]2)[C:11](=[O:23])[CH2:10]1, predict the reactants needed to synthesize it. The reactants are: CC1C=C(C)NN=1.[CH3:8][C@@H:9]1[C@H:18]2[C:12](=[C:13]([CH3:22])[CH2:14][CH2:15][C@@H:16]([C:19]([CH3:21])=[CH2:20])[CH2:17]2)[CH2:11][CH2:10]1.[OH-:23].[Na+].